Dataset: Forward reaction prediction with 1.9M reactions from USPTO patents (1976-2016). Task: Predict the product of the given reaction. (1) Given the reactants C([O:3][C:4]([C:6]1[NH:7][C:8]2[C:13]([C:14]=1[CH3:15])=[CH:12][CH:11]=[CH:10][C:9]=2[CH3:16])=[O:5])C.ClC1C=C2C(=C(CC#N)C=1)NC(C(O)=O)=C2, predict the reaction product. The product is: [CH3:15][C:14]1[C:13]2[C:8](=[C:9]([CH3:16])[CH:10]=[CH:11][CH:12]=2)[NH:7][C:6]=1[C:4]([OH:5])=[O:3]. (2) Given the reactants [CH2:1]([NH:3][C:4](=[O:43])[NH:5][C:6]1[N:11]=[CH:10][C:9]([C:12]2[CH:13]=[C:14]3[C:19](=[CH:20][CH:21]=2)[N:18]([CH2:22][C@@H:23]2[CH2:27][CH2:26][NH:25][CH2:24]2)[CH:17]=[C:16]([C:28]([O:30][CH2:31][CH3:32])=[O:29])[C:15]3=[O:33])=[C:8]([C:34]2[S:35][CH:36]=[C:37]([C:39]([F:42])([F:41])[F:40])[N:38]=2)[CH:7]=1)[CH3:2].Cl.O.[N:46]1([CH2:52][CH:53]=O)[CH2:51][CH2:50][O:49][CH2:48][CH2:47]1.C([BH3-])#N, predict the reaction product. The product is: [CH2:1]([NH:3][C:4](=[O:43])[NH:5][C:6]1[N:11]=[CH:10][C:9]([C:12]2[CH:13]=[C:14]3[C:19](=[CH:20][CH:21]=2)[N:18]([CH2:22][C@@H:23]2[CH2:27][CH2:26][N:25]([CH2:53][CH2:52][N:46]4[CH2:51][CH2:50][O:49][CH2:48][CH2:47]4)[CH2:24]2)[CH:17]=[C:16]([C:28]([O:30][CH2:31][CH3:32])=[O:29])[C:15]3=[O:33])=[C:8]([C:34]2[S:35][CH:36]=[C:37]([C:39]([F:42])([F:41])[F:40])[N:38]=2)[CH:7]=1)[CH3:2]. (3) Given the reactants [F:1][C:2]1[CH:7]=[C:6]([F:8])[C:5]([C:9]2[CH:10]=[N:11][CH:12]=[N:13][CH:14]=2)=[CH:4][C:3]=1[C@@:15]([NH:27][S@@](C(C)(C)C)=O)([CH2:17][C@H:18]([C:20]1[C:21]([CH3:26])=[N:22][O:23][C:24]=1[CH3:25])[OH:19])[CH3:16].Cl, predict the reaction product. The product is: [NH2:27][C@@:15]([C:3]1[CH:4]=[C:5]([C:9]2[CH:14]=[N:13][CH:12]=[N:11][CH:10]=2)[C:6]([F:8])=[CH:7][C:2]=1[F:1])([CH3:16])[CH2:17][C@H:18]([C:20]1[C:21]([CH3:26])=[N:22][O:23][C:24]=1[CH3:25])[OH:19]. (4) Given the reactants Br/[CH:2]=[CH:3]/[C:4]1[CH:5]=[CH:6][C:7]([O:11][CH3:12])=[C:8]([OH:10])[CH:9]=1.[CH3:13][O:14][C:15]1[CH:16]=[C:17](B(O)O)[CH:18]=[C:19]([O:23][CH3:24])[C:20]=1[O:21][CH3:22].C(=O)([O-])[O-].[Na+].[Na+], predict the reaction product. The product is: [CH3:12][O:11][C:7]1[CH:6]=[CH:5][C:4](/[CH:3]=[CH:2]/[C:17]2[CH:16]=[C:15]([O:14][CH3:13])[C:20]([O:21][CH3:22])=[C:19]([O:23][CH3:24])[CH:18]=2)=[CH:9][C:8]=1[OH:10]. (5) Given the reactants C1([O:7][C:8](=O)[N:9]([C:19]2[CH:24]=[C:23]([O:25][C:26]3[CH:31]=[CH:30][C:29]([NH:32][C:33]([C:35]4([C:38](=[O:47])[NH:39][C:40]5[CH:45]=[CH:44][C:43]([F:46])=[CH:42][CH:41]=5)[CH2:37][CH2:36]4)=[O:34])=[CH:28][C:27]=3[F:48])[CH:22]=[CH:21][N:20]=2)C(OC2C=CC=CC=2)=O)C=CC=CC=1.Cl.Cl.[CH3:52][N:53]([CH3:60])[CH:54]1[CH2:59][CH2:58][NH:57][CH2:56][CH2:55]1.C(N(CC)CC)C, predict the reaction product. The product is: [CH3:52][N:53]([CH3:60])[CH:54]1[CH2:59][CH2:58][N:57]([C:8]([NH:9][C:19]2[CH:24]=[C:23]([O:25][C:26]3[CH:31]=[CH:30][C:29]([NH:32][C:33]([C:35]4([C:38]([NH:39][C:40]5[CH:41]=[CH:42][C:43]([F:46])=[CH:44][CH:45]=5)=[O:47])[CH2:37][CH2:36]4)=[O:34])=[CH:28][C:27]=3[F:48])[CH:22]=[CH:21][N:20]=2)=[O:7])[CH2:56][CH2:55]1. (6) Given the reactants [Cl:1][C:2]1[CH:23]=[C:22]([Cl:24])[CH:21]=[CH:20][C:3]=1[O:4][C:5]1[CH:19]=[CH:18][CH:17]=[CH:16][C:6]=1[C:7]([NH:9][CH:10]1[CH2:15][CH2:14][NH:13][CH2:12][CH2:11]1)=[O:8].C(N(CC)CC)C.[C:32](Cl)(=[O:34])[CH3:33], predict the reaction product. The product is: [C:32]([N:13]1[CH2:14][CH2:15][CH:10]([NH:9][C:7](=[O:8])[C:6]2[CH:16]=[CH:17][CH:18]=[CH:19][C:5]=2[O:4][C:3]2[CH:20]=[CH:21][C:22]([Cl:24])=[CH:23][C:2]=2[Cl:1])[CH2:11][CH2:12]1)(=[O:34])[CH3:33].